From a dataset of Forward reaction prediction with 1.9M reactions from USPTO patents (1976-2016). Predict the product of the given reaction. (1) Given the reactants Cl.Cl.Cl.[Cl:4][C:5]1[CH:6]=[CH:7][C:8]([NH:11][C:12]([C:14]2[O:22][C:21]3[C:16](=[N:17][CH:18]=[CH:19][CH:20]=3)[C:15]=2[NH:23][C:24]([C@H:26]2[CH2:31][CH2:30][C@H:29]([NH:32][CH3:33])[CH2:28][CH2:27]2)=[O:25])=[O:13])=[N:9][CH:10]=1.[C:34]([O:38][C:39](CC(N)C=O)=[O:40])([CH3:37])([CH3:36])[CH3:35].C(OC(OCC)[CH2:50][CH2:51][NH2:52])C.[C:56](O[BH-](OC(=O)C)OC(=O)C)(=O)C.[Na+].C(=O)([O-])O.[Na+], predict the reaction product. The product is: [Cl:4][C:5]1[CH:6]=[CH:7][C:8]([NH:11][C:12]([C:14]2[O:22][C:21]3[C:16](=[N:17][CH:18]=[CH:19][CH:20]=3)[C:15]=2[NH:23][C:24]([C@H:26]2[CH2:31][CH2:30][C@H:29]([N:32]([CH3:56])[CH2:33][CH2:50][CH2:51][NH:52][C:39](=[O:40])[O:38][C:34]([CH3:35])([CH3:36])[CH3:37])[CH2:28][CH2:27]2)=[O:25])=[O:13])=[N:9][CH:10]=1. (2) Given the reactants [Cl:1][C:2]1[CH:7]=[CH:6][CH:5]=[CH:4][C:3]=1[N:8]1[CH2:14][C:13]2[CH:15]=[CH:16][C:17]([C:19](OC)=[O:20])=[CH:18][C:12]=2[O:11][CH2:10][C@@H:9]1[CH3:23].[NH2:24][OH:25].[OH-].[Na+], predict the reaction product. The product is: [Cl:1][C:2]1[CH:7]=[CH:6][CH:5]=[CH:4][C:3]=1[N:8]1[CH2:14][C:13]2[CH:15]=[CH:16][C:17]([C:19]([NH:24][OH:25])=[O:20])=[CH:18][C:12]=2[O:11][CH2:10][C@@H:9]1[CH3:23]. (3) Given the reactants [CH3:1][C:2]1[CH:35]=[C:5]2[N:6]([CH:29]3[CH2:34][CH2:33][O:32][CH2:31][CH2:30]3)[C:7](=[O:28])[C:8]([CH2:13][C:14]3[CH:19]=[CH:18][C:17]([C:20]4[C:21]([C:26]#[N:27])=[CH:22][CH:23]=[CH:24][CH:25]=4)=[CH:16][CH:15]=3)=[C:9]([CH2:10][CH2:11][CH3:12])[N:4]2[N:3]=1.C([Sn](=O)CCCC)CCC.[N:46]([Si](C)(C)C)=[N+:47]=[N-:48].C1(C)C=CC=CC=1, predict the reaction product. The product is: [CH3:1][C:2]1[CH:35]=[C:5]2[N:6]([CH:29]3[CH2:30][CH2:31][O:32][CH2:33][CH2:34]3)[C:7](=[O:28])[C:8]([CH2:13][C:14]3[CH:15]=[CH:16][C:17]([C:20]4[CH:25]=[CH:24][CH:23]=[CH:22][C:21]=4[C:26]4[NH:48][N:47]=[N:46][N:27]=4)=[CH:18][CH:19]=3)=[C:9]([CH2:10][CH2:11][CH3:12])[N:4]2[N:3]=1. (4) Given the reactants [C:1]1([C@@H:7]([NH:9][C:10]2[C:15]([N+:16]([O-])=O)=CN=[C:12]([C:19]3[CH:28]=[CH:27][CH:26]=[C:25]4[C:20]=3[CH:21]=[CH:22][CH:23]=[N:24]4)[CH:11]=2)[CH3:8])[CH:6]=[CH:5][CH:4]=[CH:3][CH:2]=1.C1([C@@H](NC2[C:43]([N+:44]([O-])=O)=CN=C(Br)C=2)C)C=CC=CC=1.N1C2C=CC=C(B(O)O)C=2C=CC=1.[C:61](=O)([O-])[O-:62].[K+].[K+], predict the reaction product. The product is: [C:1]1([C@@H:7]([N:9]2[C:10]3[C:15](=[N:44][CH:43]=[C:12]([C:19]4[CH:28]=[CH:27][CH:26]=[C:25]5[C:20]=4[CH:21]=[CH:22][CH:23]=[N:24]5)[CH:11]=3)[NH:16][C:61]2=[O:62])[CH3:8])[CH:2]=[CH:3][CH:4]=[CH:5][CH:6]=1. (5) Given the reactants C(O[C:6]([N:8]1[CH2:13][CH2:12][CH:11]([C:14]2[CH:19]=[CH:18][C:17]([CH2:20][OH:21])=[CH:16][CH:15]=2)[CH2:10][CH2:9]1)=O)(C)(C)C.[N:22]1([C:28]2[CH:33]=[CH:32][C:31](O)=[CH:30][C:29]=2[C:35]([F:38])([F:37])[F:36])[CH2:27][CH2:26][CH2:25][CH2:24][CH2:23]1.[C:39]([O:43]C(C)(C)C)(=[O:42])[CH:40]=C, predict the reaction product. The product is: [N:22]1([C:28]2[CH:33]=[CH:32][C:31]([O:21][CH2:20][C:17]3[CH:16]=[CH:15][C:14]([CH:11]4[CH2:10][CH2:9][N:8]([CH2:6][CH2:40][C:39]([OH:43])=[O:42])[CH2:13][CH2:12]4)=[CH:19][CH:18]=3)=[CH:30][C:29]=2[C:35]([F:38])([F:37])[F:36])[CH2:27][CH2:26][CH2:25][CH2:24][CH2:23]1. (6) Given the reactants [Cl:1][C:2]1[CH:3]=[C:4]([C:9]2[CH:13]=[C:12]([NH2:14])[N:11]([C:15]3[CH:24]=[CH:23][C:22]4[C:17](=[CH:18][CH:19]=[CH:20][CH:21]=4)[CH:16]=3)[N:10]=2)[CH:5]=[C:6]([Cl:8])[CH:7]=1.Br[CH2:26][CH2:27][C:28]([O:30][CH3:31])=[O:29].C(=O)([O-])[O-].[K+].[K+].[I-].[Na+], predict the reaction product. The product is: [Cl:8][C:6]1[CH:5]=[C:4]([C:9]2[CH:13]=[C:12]([NH:14][CH2:26][CH2:27][C:28]([O:30][CH3:31])=[O:29])[N:11]([C:15]3[CH:24]=[CH:23][C:22]4[C:17](=[CH:18][CH:19]=[CH:20][CH:21]=4)[CH:16]=3)[N:10]=2)[CH:3]=[C:2]([Cl:1])[CH:7]=1. (7) The product is: [S:31]1[CH:35]=[CH:34][C:33]([C:36]2[C:44]3[O:43][CH:42]([CH2:45][NH2:46])[CH2:41][C:40]=3[CH:39]=[CH:38][CH:37]=2)=[CH:32]1. Given the reactants CC1C=CC(S(OCC2CC3C=CC=C(C4C=CSC=4)C=3O2)(=O)=O)=CC=1.[N-]=[N+]=[N-].[Na+].[S:31]1[CH:35]=[CH:34][C:33]([C:36]2[C:44]3[O:43][CH:42]([CH2:45][N:46]=[N+]=[N-])[CH2:41][C:40]=3[CH:39]=[CH:38][CH:37]=2)=[CH:32]1.[N-]=[N+]=[N-], predict the reaction product. (8) The product is: [CH3:33][C@@H:28]1[N:27]([CH3:26])[CH2:32][CH2:31][N:30]([C:19]([C:18]2[CH:22]=[CH:23][C:15]([N:12]3[C:13]([OH:14])=[C:9]([C:6]4[CH:7]=[CH:8][C:3]([C:1]#[N:2])=[C:4]([F:25])[C:5]=4[CH3:24])[CH:10]=[N:11]3)=[N:16][CH:17]=2)=[O:20])[CH2:29]1. Given the reactants [C:1]([C:3]1[CH:8]=[CH:7][C:6]([C:9]2[CH:10]=[N:11][N:12]([C:15]3[CH:23]=[CH:22][C:18]([C:19](O)=[O:20])=[CH:17][N:16]=3)[C:13]=2[OH:14])=[C:5]([CH3:24])[C:4]=1[F:25])#[N:2].[CH3:26][N:27]1[CH2:32][CH2:31][NH:30][CH2:29][C@@H:28]1[CH3:33], predict the reaction product. (9) The product is: [CH:15]1([C:18]2[S:22][C:21]([NH:23][C:24](=[O:30])[C@@H:25]([NH:29][CH:7]3[CH2:6][CH2:5][C:4]4[C:9](=[C:10]([F:12])[CH:11]=[C:2]([F:1])[CH:3]=4)[CH2:8]3)[CH2:26][CH2:27][CH3:28])=[N:20][N:19]=2)[CH2:16][CH2:17]1. Given the reactants [F:1][C:2]1[CH:3]=[C:4]2[C:9](=[C:10]([F:12])[CH:11]=1)[CH2:8][C:7](=O)[CH2:6][CH2:5]2.Cl.[CH:15]1([C:18]2[S:22][C:21]([NH:23][C:24](=[O:30])[CH:25]([NH2:29])[CH2:26][CH2:27][CH3:28])=[N:20][N:19]=2)[CH2:17][CH2:16]1.S([O-])([O-])(=O)=O.[Na+].[Na+].C(O[BH-](OC(=O)C)OC(=O)C)(=O)C.[Na+], predict the reaction product.